Dataset: Peptide-MHC class I binding affinity with 185,985 pairs from IEDB/IMGT. Task: Regression. Given a peptide amino acid sequence and an MHC pseudo amino acid sequence, predict their binding affinity value. This is MHC class I binding data. (1) The peptide sequence is GQLISFFGEI. The MHC is H-2-Db with pseudo-sequence H-2-Db. The binding affinity (normalized) is 0.312. (2) The peptide sequence is FPVTPQVPLR. The MHC is HLA-B42:01 with pseudo-sequence HLA-B42:01. The binding affinity (normalized) is 0.593.